From a dataset of Reaction yield outcomes from USPTO patents with 853,638 reactions. Predict the reaction yield, written as a fraction of the theoretical maximum amount of product (1.0 means a 100% yield; for example, 0.34 means a 34% yield). (1) The reactants are [C:1]([O:5][C:6]([NH:8][C@H:9]([CH2:29][C:30]1[CH:35]=[C:34]([F:36])[C:33]([F:37])=[CH:32][C:31]=1[F:38])[CH2:10][C:11]([N:13]1[CH2:18][CH2:17][N:16]2[C:19]([C:25]([F:28])([F:27])[F:26])=[N:20][C:21]([C:22](O)=[O:23])=[C:15]2[CH2:14]1)=[O:12])=[O:7])([CH3:4])([CH3:3])[CH3:2].Cl.[CH3:40][NH:41][CH3:42].O=C1N([ClH]P([ClH]N2CCOC2=O)=O)CCO1.C(N(CC)CC)C. The yield is 0.770. The catalyst is ClCCl. The product is [C:1]([O:5][C:6](=[O:7])[NH:8][C@H:9]([CH2:29][C:30]1[CH:35]=[C:34]([F:36])[C:33]([F:37])=[CH:32][C:31]=1[F:38])[CH2:10][C:11]([N:13]1[CH2:18][CH2:17][N:16]2[C:19]([C:25]([F:28])([F:26])[F:27])=[N:20][C:21]([C:22](=[O:23])[N:41]([CH3:42])[CH3:40])=[C:15]2[CH2:14]1)=[O:12])([CH3:2])([CH3:3])[CH3:4]. (2) The reactants are [Br:1][C:2]1[CH:10]=[CH:9][C:5]([C:6]([OH:8])=[O:7])=[C:4]([CH3:11])[CH:3]=1.C(OC(O[C:15]([CH3:18])([CH3:17])[CH3:16])=O)(O[C:15]([CH3:18])([CH3:17])[CH3:16])=O.O.C(=O)([O-])[O-].[K+].[K+]. The catalyst is CC(O)(C)C. The product is [Br:1][C:2]1[CH:10]=[CH:9][C:5]([C:6]([O:8][C:15]([CH3:18])([CH3:17])[CH3:16])=[O:7])=[C:4]([CH3:11])[CH:3]=1. The yield is 0.960. (3) The reactants are [Cl:1][C:2]1[CH:30]=[CH:29][CH:28]=[C:27]([F:31])[C:3]=1[CH2:4][N:5]1[C:13]2[C:12](=[O:14])[N:11]([CH3:15])[C:10](=[O:16])[N:9]([CH3:17])[C:8]=2[N:7]=[C:6]1[N:18]1[CH2:23][CH2:22][CH2:21][CH:20]([C:24](O)=[O:25])[CH2:19]1.[NH2:32][CH2:33][CH2:34][OH:35].CCOC(C)=O.CO. The catalyst is C(Cl)Cl. The product is [Cl:1][C:2]1[CH:30]=[CH:29][CH:28]=[C:27]([F:31])[C:3]=1[CH2:4][N:5]1[C:13]2[C:12](=[O:14])[N:11]([CH3:15])[C:10](=[O:16])[N:9]([CH3:17])[C:8]=2[N:7]=[C:6]1[N:18]1[CH2:23][CH2:22][CH2:21][CH:20]([C:24]([NH:32][CH2:33][CH2:34][OH:35])=[O:25])[CH2:19]1. The yield is 0.330. (4) The reactants are C(OC(=O)N[C:8]1[CH:9]=[N:10][CH:11]=[C:12]([C:15]2[CH:16]=[C:17]3[C:21](=[CH:22][CH:23]=2)[N:20]([CH:24]2[CH2:29][CH2:28][CH2:27][CH2:26][O:25]2)[N:19]=[C:18]3[CH:30]=[O:31])[C:13]=1[CH3:14])(C)(C)C.[O:33]1[CH2:38]CC[CH2:35][CH:34]1N1C2C(=CC(B3OC(C)(C)C(C)(C)O3)=CC=2)C(C=O)=N1.BrC1C=NC=C(COCC)C=1C.P([O-])([O-])([O-])=O.[K+].[K+].[K+]. The catalyst is CN(C)C(=O)C.O.[Pd].C1(P(C2C=CC=CC=2)C2C=CC=CC=2)C=CC=CC=1.C1(P(C2C=CC=CC=2)C2C=CC=CC=2)C=CC=CC=1.C1(P(C2C=CC=CC=2)C2C=CC=CC=2)C=CC=CC=1.C1(P(C2C=CC=CC=2)C2C=CC=CC=2)C=CC=CC=1. The product is [CH2:34]([O:33][CH2:38][C:8]1[C:13]([CH3:14])=[C:12]([C:15]2[CH:16]=[C:17]3[C:21](=[CH:22][CH:23]=2)[N:20]([CH:24]2[CH2:29][CH2:28][CH2:27][CH2:26][O:25]2)[N:19]=[C:18]3[CH:30]=[O:31])[CH:11]=[N:10][CH:9]=1)[CH3:35]. The yield is 0.890. (5) The reactants are C([N:5]([C:13]1[C:17]([CH2:18][C:19]2[CH:20]=[N:21][CH:22]=[CH:23][CH:24]=2)=[CH:16][NH:15][C:14]=1[C:25]([O:27]C)=O)[C:6]([NH:8]C(OC)=O)=[NH:7])(OC)=O.[OH-].[Na+].C(O)(=O)C. The catalyst is CO. The product is [NH2:7][C:6]1[NH:8][C:25](=[O:27])[C:14]2[NH:15][CH:16]=[C:17]([CH2:18][C:19]3[CH:20]=[N:21][CH:22]=[CH:23][CH:24]=3)[C:13]=2[N:5]=1. The yield is 0.880. (6) The reactants are [H-].[Na+].[OH:3][C@H:4]1[CH2:8][CH2:7][O:6][CH2:5]1.[CH:9]([CH:12]1[C:17]2[N:18]=[CH:19][NH:20][C:16]=2[CH2:15][CH2:14][N:13]1[C:21](OCC(Cl)(Cl)Cl)=[O:22])([CH3:11])[CH3:10]. The catalyst is C1COCC1. The product is [CH:9]([CH:12]1[C:17]2[N:18]=[CH:19][NH:20][C:16]=2[CH2:15][CH2:14][N:13]1[C:21]([O:3][C@H:4]1[CH2:8][CH2:7][O:6][CH2:5]1)=[O:22])([CH3:11])[CH3:10]. The yield is 0.0110. (7) The reactants are Cl[C:2]1[C:7]([CH:8]([CH2:13][CH2:14][CH3:15])[C:9]([O:11][CH3:12])=[O:10])=[C:6]([CH3:16])[N:5]=[C:4]([N:17]2[CH2:22][CH2:21][CH2:20][CH2:19][CH2:18]2)[N:3]=1.C(N(CC)C(C)C)(C)C.[Cl:32][C:33]1[CH:38]=[C:37]([CH3:39])[CH:36]=[CH:35][C:34]=1B(O)O. The catalyst is COCCOC.O.[Cl-].[Na+].O.[Pd].C1(P(C2C=CC=CC=2)C2C=CC=CC=2)C=CC=CC=1.C1(P(C2C=CC=CC=2)C2C=CC=CC=2)C=CC=CC=1.C1(P(C2C=CC=CC=2)C2C=CC=CC=2)C=CC=CC=1.C1(P(C2C=CC=CC=2)C2C=CC=CC=2)C=CC=CC=1. The product is [Cl:32][C:33]1[CH:38]=[C:37]([CH3:39])[CH:36]=[CH:35][C:34]=1[C:2]1[C:7]([CH:8]([CH2:13][CH2:14][CH3:15])[C:9]([O:11][CH3:12])=[O:10])=[C:6]([CH3:16])[N:5]=[C:4]([N:17]2[CH2:22][CH2:21][CH2:20][CH2:19][CH2:18]2)[N:3]=1. The yield is 0.640.